Dataset: Reaction yield outcomes from USPTO patents with 853,638 reactions. Task: Predict the reaction yield, written as a fraction of the theoretical maximum amount of product (1.0 means a 100% yield; for example, 0.34 means a 34% yield). The reactants are Cl.[C:2]1([CH:8]2[CH2:13][CH2:12][NH:11][CH2:10][CH2:9]2)[CH:7]=[CH:6][CH:5]=[CH:4][CH:3]=1.Br[CH2:15][CH2:16][CH2:17][CH2:18][CH2:19][CH2:20][N:21]1[C:25](=[O:26])[C:24]2=[CH:27][CH:28]=[CH:29][CH:30]=[C:23]2[C:22]1=[O:31].C(N(CC)C(C)C)(C)C. The catalyst is [I-].C([N+](CCCC)(CCCC)CCCC)CCC.O1CCOCC1. The product is [C:2]1([CH:8]2[CH2:9][CH2:10][N:11]([CH2:15][CH2:16][CH2:17][CH2:18][CH2:19][CH2:20][N:21]3[C:22](=[O:31])[C:23]4[C:24](=[CH:27][CH:28]=[CH:29][CH:30]=4)[C:25]3=[O:26])[CH2:12][CH2:13]2)[CH:7]=[CH:6][CH:5]=[CH:4][CH:3]=1. The yield is 0.770.